Task: Predict the reaction yield, written as a fraction of the theoretical maximum amount of product (1.0 means a 100% yield; for example, 0.34 means a 34% yield).. Dataset: Reaction yield outcomes from USPTO patents with 853,638 reactions (1) The reactants are Cl[CH2:2][C:3]1[CH:4]=[C:5]([CH:20]=[CH:21][CH:22]=1)[O:6][CH2:7][C:8]1[N:9]=[C:10]([C:14]2[CH:19]=[CH:18][CH:17]=[CH:16][CH:15]=2)[O:11][C:12]=1[CH3:13].[CH2:23]([O:25][C:26]1[CH:31]=[C:30]([OH:32])[CH:29]=[CH:28][C:27]=1[CH2:33][CH2:34][C:35]([O:37][CH2:38][CH3:39])=[O:36])[CH3:24].C(=O)([O-])[O-].[K+].[K+].CN(C)C=O. The catalyst is O. The product is [CH2:23]([O:25][C:26]1[CH:31]=[C:30]([O:32][CH2:2][C:3]2[CH:22]=[CH:21][CH:20]=[C:5]([O:6][CH2:7][C:8]3[N:9]=[C:10]([C:14]4[CH:19]=[CH:18][CH:17]=[CH:16][CH:15]=4)[O:11][C:12]=3[CH3:13])[CH:4]=2)[CH:29]=[CH:28][C:27]=1[CH2:33][CH2:34][C:35]([O:37][CH2:38][CH3:39])=[O:36])[CH3:24]. The yield is 0.870. (2) The reactants are [CH2:1]([O:3][C:4]([C:6]1[CH:7]=[C:8]2[C:13](=[CH:14][CH:15]=1)[NH:12][CH:11]([C:16]1[CH:21]=[C:20]([Cl:22])[CH:19]=[C:18](Br)[CH:17]=1)[C:10]([CH3:25])([CH3:24])[CH2:9]2)=[O:5])[CH3:2].[NH:26]1[CH2:31][CH2:30][O:29][CH2:28][CH2:27]1.N1CCC[C@H]1C(O)=O.[OH-].[K+]. The catalyst is CS(C)=O.[Cu]I.C(OCC)(=O)C. The product is [CH2:1]([O:3][C:4]([C:6]1[CH:7]=[C:8]2[C:13](=[CH:14][CH:15]=1)[NH:12][CH:11]([C:16]1[CH:17]=[C:18]([N:26]3[CH2:31][CH2:30][O:29][CH2:28][CH2:27]3)[CH:19]=[C:20]([Cl:22])[CH:21]=1)[C:10]([CH3:25])([CH3:24])[CH2:9]2)=[O:5])[CH3:2]. The yield is 0.440. (3) The reactants are Cl.[CH3:2][C:3]1[O:4][C:5]2[C:14]3[CH:13]([CH2:15][CH2:16][NH2:17])[CH2:12][CH2:11][C:10]=3[CH:9]=[CH:8][C:6]=2[N:7]=1.C(N(CC)CC)C.[C:25]([O:28][CH:29]([CH3:33])[C:30](Cl)=[O:31])(=[O:27])[CH3:26]. The catalyst is O1CCCC1. The product is [C:25]([O:28][CH:29]([CH3:33])[C:30]([NH:17][CH2:16][CH2:15][CH:13]1[C:14]2[C:5]3[O:4][C:3]([CH3:2])=[N:7][C:6]=3[CH:8]=[CH:9][C:10]=2[CH2:11][CH2:12]1)=[O:31])(=[O:27])[CH3:26]. The yield is 0.400. (4) The reactants are [CH2:1]([N:5]1[C:13]2[N:12]=[CH:11][N:10]([CH2:14][CH:15]=[CH2:16])[C:9]=2[C:8](=[O:17])[NH:7][C:6]1=[O:18])[CH2:2][CH2:3][CH3:4].C1C(=O)N([Cl:26])C(=O)C1. The catalyst is CN(C=O)C. The product is [CH2:1]([N:5]1[C:13]2[N:12]=[C:11]([Cl:26])[N:10]([CH2:14][CH:15]=[CH2:16])[C:9]=2[C:8](=[O:17])[NH:7][C:6]1=[O:18])[CH2:2][CH2:3][CH3:4]. The yield is 0.640. (5) The reactants are [CH3:1][C@H:2]1[N:7]2[C:8]3[C:9]([CH3:16])=[CH:10][CH:11]=[CH:12][C:13]=3[C:14]([CH3:15])=[C:6]2[C:5](=O)[NH:4][CH2:3]1.[H-].[Al+3].[Li+].[H-].[H-].[H-].[C:24]([OH:29])(=[O:28])[C:25]([OH:27])=[O:26]. The catalyst is CCOCC. The product is [C:24]([OH:29])(=[O:28])[C:25]([OH:27])=[O:26].[CH3:1][C@H:2]1[N:7]2[C:8]3[C:9]([CH3:16])=[CH:10][CH:11]=[CH:12][C:13]=3[C:14]([CH3:15])=[C:6]2[CH2:5][NH:4][CH2:3]1. The yield is 0.740.